Dataset: Peptide-MHC class I binding affinity with 185,985 pairs from IEDB/IMGT. Task: Regression. Given a peptide amino acid sequence and an MHC pseudo amino acid sequence, predict their binding affinity value. This is MHC class I binding data. (1) The peptide sequence is DIQKLVGVLNW. The MHC is Mamu-B52 with pseudo-sequence Mamu-B52. The binding affinity (normalized) is 0.565. (2) The peptide sequence is IIPFIAYFV. The MHC is HLA-B51:01 with pseudo-sequence HLA-B51:01. The binding affinity (normalized) is 0.364. (3) The MHC is HLA-A68:01 with pseudo-sequence HLA-A68:01. The peptide sequence is NPPPASTNR. The binding affinity (normalized) is 0.307. (4) The MHC is HLA-A33:01 with pseudo-sequence HLA-A33:01. The binding affinity (normalized) is 0. The peptide sequence is KLVAMGINAV.